From a dataset of Catalyst prediction with 721,799 reactions and 888 catalyst types from USPTO. Predict which catalyst facilitates the given reaction. (1) The catalyst class is: 93. Product: [CH2:15]([C:17]1[CH:24]=[CH:23][C:20]([CH2:21][O:1][C:2]2[CH:7]=[CH:6][C:5]([N+:8]([O-:10])=[O:9])=[CH:4][C:3]=2[C:11](=[O:14])[CH2:12][CH3:13])=[CH:19][CH:18]=1)[CH3:16]. Reactant: [OH:1][C:2]1[CH:7]=[CH:6][C:5]([N+:8]([O-:10])=[O:9])=[CH:4][C:3]=1[C:11](=[O:14])[CH2:12][CH3:13].[CH2:15]([C:17]1[CH:24]=[CH:23][C:20]([CH2:21]O)=[CH:19][CH:18]=1)[CH3:16].C1CCN(C(/N=N/C(N2CCCCC2)=O)=O)CC1.C1(P(C2C=CC=CC=2)C2C=CC=CC=2)C=CC=CC=1. (2) Reactant: I[C:2]1[CH:7]=[CH:6][C:5]([CH3:8])=[CH:4][C:3]=1[CH3:9].[CH2:10]([CH:14]1[CH2:19][CH2:18][N:17]([CH2:20][CH2:21][CH2:22][C:23]#N)[CH2:16][CH2:15]1)[CH2:11][CH2:12][CH3:13].C(Cl)Cl.C[OH:29]. Product: [CH2:10]([CH:14]1[CH2:19][CH2:18][N:17]([CH2:20][CH2:21][CH2:22][C:23]([C:2]2[CH:7]=[CH:6][C:5]([CH3:8])=[CH:4][C:3]=2[CH3:9])=[O:29])[CH2:16][CH2:15]1)[CH2:11][CH2:12][CH3:13]. The catalyst class is: 876. (3) Reactant: [H-].[Na+].[F:3][C:4]([F:8])([F:7])[CH2:5][OH:6].Cl[C:10]1[CH:11]=[C:12]([CH:15]=[CH:16][N:17]=1)[C:13]#[N:14]. Product: [F:3][C:4]([F:8])([F:7])[CH2:5][O:6][C:10]1[CH:11]=[C:12]([CH:15]=[CH:16][N:17]=1)[C:13]#[N:14]. The catalyst class is: 1.